From a dataset of Full USPTO retrosynthesis dataset with 1.9M reactions from patents (1976-2016). Predict the reactants needed to synthesize the given product. (1) Given the product [O:14]1[CH2:15][CH2:16][N:11]([C:8]2[N:7]=[C:6]3[N:17]=[C:2]([C:25]4[CH:26]=[CH:27][C:21]5[O:20][C:19]([NH2:18])=[N:23][C:22]=5[CH:24]=4)[CH:3]=[CH:4][C:5]3=[N:10][CH:9]=2)[CH2:12][CH2:13]1, predict the reactants needed to synthesize it. The reactants are: Cl[C:2]1[CH:3]=[CH:4][C:5]2[C:6]([N:17]=1)=[N:7][C:8]([N:11]1[CH2:16][CH2:15][O:14][CH2:13][CH2:12]1)=[CH:9][N:10]=2.[NH2:18][C:19]1[O:20][C:21]2[CH:27]=[CH:26][C:25](B(O)O)=[CH:24][C:22]=2[N:23]=1.C([O-])([O-])=O.[Na+].[Na+]. (2) Given the product [CH3:21][O:20][C:18]1[CH:17]=[CH:16][C:14]2[N:15]=[C:11]([C:9]3[N:8]=[C:6]4[N:5]([CH:10]=3)[N:4]=[C:3]([S:2][CH3:1])[S:7]4)[O:12][C:13]=2[CH:19]=1, predict the reactants needed to synthesize it. The reactants are: [CH3:1][S:2][C:3]1[S:7][C:6]2=[N:8][C:9]([C:11]3[O:12][C:13]4[CH:19]=[C:18]([OH:20])[CH:17]=[CH:16][C:14]=4[N:15]=3)=[CH:10][N:5]2[N:4]=1.[CH3:21]I.[H-].[Na+].O. (3) The reactants are: C[Mg]Br.[CH:4]1([NH:8][C:9]2[C:14]([C:15]#[N:16])=[CH:13][N:12]=[C:11]([S:17][CH3:18])[N:10]=2)[CH2:7][CH2:6][CH2:5]1.[CH3:19][C:20](OC(C)=O)=[O:21]. Given the product [C:15]([C:14]1[C:9]([N:8]([CH:4]2[CH2:5][CH2:6][CH2:7]2)[C:20](=[O:21])[CH3:19])=[N:10][C:11]([S:17][CH3:18])=[N:12][CH:13]=1)#[N:16], predict the reactants needed to synthesize it.